Dataset: Rat liver microsome stability data. Task: Regression/Classification. Given a drug SMILES string, predict its absorption, distribution, metabolism, or excretion properties. Task type varies by dataset: regression for continuous measurements (e.g., permeability, clearance, half-life) or binary classification for categorical outcomes (e.g., BBB penetration, CYP inhibition). Dataset: rlm. (1) The compound is Cc1ccc(S(=O)(=O)Nc2ccccc2C(=O)Nc2ncc(-c3ccccc3)s2)cc1. The result is 1 (stable in rat liver microsomes). (2) The molecule is COC(=O)c1ccc2c(c1)nc1n2[C@@H](CNC(C)=O)COC1. The result is 0 (unstable in rat liver microsomes). (3) The result is 1 (stable in rat liver microsomes). The molecule is CCOC(=O)c1ccc(NC(=O)c2sc3nc4c(cc3c2N)N2CCC4CC2)cc1. (4) The molecule is Cc1onc(-c2ccccc2)c1C(=O)Nc1nnc(COc2ccc(Cl)cc2)s1. The result is 0 (unstable in rat liver microsomes). (5) The molecule is NC(=O)c1cccc([C@H]2C[C@H]3CC[C@@H](C2)N3CCN(CC2CCCCC2)C(=O)Cc2nn[nH]n2)c1. The result is 0 (unstable in rat liver microsomes). (6) The drug is COc1cc(OC)c2c(c1Cl)O[C@]1(C2=O)C(OCc2ccccc2)=C/C(=N\OCC(=O)O)C[C@H]1C. The result is 0 (unstable in rat liver microsomes). (7) The molecule is Cc1cc(-c2nnc3n2CCCCC3)c(C)n1-c1ccc(F)cc1. The result is 1 (stable in rat liver microsomes). (8) The drug is N#Cc1ccccc1Nc1ncc(-c2cccc3ccccc23)o1. The result is 1 (stable in rat liver microsomes). (9) The molecule is CNC(=O)c1c(-c2ccc(F)cc2)oc2nc(NCC(F)(F)F)c(-c3cccc(C(=O)NC4(c5ncccn5)CCC4)c3)cc12. The result is 1 (stable in rat liver microsomes).